This data is from Forward reaction prediction with 1.9M reactions from USPTO patents (1976-2016). The task is: Predict the product of the given reaction. (1) Given the reactants [CH3:1][O:2][C:3]1[CH:39]=[CH:38][C:6]([C:7]([NH:20][C:21]2[N:29]=[CH:28][N:27]=[C:26]3[C:22]=2[N:23]=[CH:24][N:25]3[C@H:30]2[O:35][C@@H:34]([CH2:36][OH:37])[C@@H:32]([OH:33])[CH2:31]2)([C:14]2[CH:19]=[CH:18][CH:17]=[CH:16][CH:15]=2)[C:8]2[CH:13]=[CH:12][CH:11]=[CH:10][CH:9]=2)=[CH:5][CH:4]=1.[CH3:40][O:41][C:42]1[CH:61]=[CH:60][C:45]([C:46](Cl)([C:53]2[CH:58]=[CH:57][CH:56]=[CH:55][CH:54]=2)[C:47]2[CH:52]=[CH:51][CH:50]=[CH:49][CH:48]=2)=[CH:44][CH:43]=1.CO, predict the reaction product. The product is: [CH3:1][O:2][C:3]1[CH:4]=[CH:5][C:6]([C:7]([NH:20][C:21]2[N:29]=[CH:28][N:27]=[C:26]3[C:22]=2[N:23]=[CH:24][N:25]3[C@H:30]2[O:35][C@@H:34]([CH2:36][O:37][C:46]([C:53]3[CH:58]=[CH:57][CH:56]=[CH:55][CH:54]=3)([C:47]3[CH:52]=[CH:51][CH:50]=[CH:49][CH:48]=3)[C:45]3[CH:44]=[CH:43][C:42]([O:41][CH3:40])=[CH:61][CH:60]=3)[C@@H:32]([OH:33])[CH2:31]2)([C:14]2[CH:15]=[CH:16][CH:17]=[CH:18][CH:19]=2)[C:8]2[CH:9]=[CH:10][CH:11]=[CH:12][CH:13]=2)=[CH:38][CH:39]=1. (2) Given the reactants OC1C2N=NNC=2C=CC=1.C(N=C=NC(C)C)(C)C.[CH3:20][O:21][C:22]1[CH:23]=[C:24]([CH:28]=[CH:29][CH:30]=1)[C:25]([OH:27])=O.[CH3:31][C:32]1[C:36]([NH2:37])=[C:35]([C:38]2[CH:43]=[CH:42][CH:41]=[CH:40][CH:39]=2)[NH:34][N:33]=1, predict the reaction product. The product is: [CH3:20][O:21][C:22]1[CH:23]=[C:24]([CH:28]=[CH:29][CH:30]=1)[C:25]([NH:37][C:36]1[C:32]([CH3:31])=[N:33][NH:34][C:35]=1[C:38]1[CH:43]=[CH:42][CH:41]=[CH:40][CH:39]=1)=[O:27]. (3) The product is: [C:1]1([N:7]([C:23]2[CH:28]=[CH:27][CH:26]=[CH:25][CH:24]=2)[C:8]2[CH:13]=[CH:12][C:11]3[C:14]4[C:15](=[CH:16][CH:17]=[CH:18][CH:19]=4)[NH:20][C:10]=3[CH:9]=2)[CH:6]=[CH:5][CH:4]=[CH:3][CH:2]=1. Given the reactants [C:1]1([N:7]([C:23]2[CH:28]=[CH:27][CH:26]=[CH:25][CH:24]=2)[C:8]2[CH:13]=[CH:12][C:11]([C:14]3[CH:19]=[CH:18][CH:17]=[CH:16][C:15]=3[N+:20]([O-])=O)=[CH:10][CH:9]=2)[CH:6]=[CH:5][CH:4]=[CH:3][CH:2]=1, predict the reaction product. (4) Given the reactants C([O:3][C:4](=[O:15])[CH2:5][C:6]1[S:10][C:9]([N:11]2[CH2:14][CH2:13][CH2:12]2)=[N:8][CH:7]=1)C.[OH-].[Li+].O, predict the reaction product. The product is: [N:11]1([C:9]2[S:10][C:6]([CH2:5][C:4]([OH:15])=[O:3])=[CH:7][N:8]=2)[CH2:12][CH2:13][CH2:14]1. (5) Given the reactants C(O)(=O)C.[NH:5]1[CH2:8][CH:7]([C:9]([O:11][C:12]([CH3:15])([CH3:14])[CH3:13])=[O:10])[CH2:6]1.[CH:16]([C:18]1[CH:25]=[CH:24][C:21]([C:22]#[N:23])=[CH:20][CH:19]=1)=O.C([BH3-])#N.[Na+].[C-]#N, predict the reaction product. The product is: [C:22]([C:21]1[CH:24]=[CH:25][C:18]([CH2:16][N:5]2[CH2:6][CH:7]([C:9]([O:11][C:12]([CH3:15])([CH3:14])[CH3:13])=[O:10])[CH2:8]2)=[CH:19][CH:20]=1)#[N:23]. (6) The product is: [Cl:20][C:7]1[C:6]2[C:11](=[C:2]([F:1])[C:3]([CH3:17])=[CH:4][CH:5]=2)[N:10]=[C:9]([C:12]([O:14][CH3:15])=[O:13])[CH:8]=1. Given the reactants [F:1][C:2]1[C:3]([CH3:17])=[CH:4][CH:5]=[C:6]2[C:11]=1[NH:10][C:9]([C:12]([O:14][CH3:15])=[O:13])=[CH:8][C:7]2=O.O=P(Cl)(Cl)[Cl:20], predict the reaction product. (7) Given the reactants [CH:1]12[O:6][CH:5]1[CH2:4][N:3]([C:7]([O:9][C:10]([CH3:13])([CH3:12])[CH3:11])=[O:8])[CH2:2]2.[F:14][C:15]1[CH:20]=[CH:19][C:18]([Mg]Br)=[CH:17][CH:16]=1, predict the reaction product. The product is: [F:14][C:15]1[CH:20]=[CH:19][C:18]([C@H:5]2[C@H:1]([OH:6])[CH2:2][N:3]([C:7]([O:9][C:10]([CH3:13])([CH3:12])[CH3:11])=[O:8])[CH2:4]2)=[CH:17][CH:16]=1.